From a dataset of Reaction yield outcomes from USPTO patents with 853,638 reactions. Predict the reaction yield, written as a fraction of the theoretical maximum amount of product (1.0 means a 100% yield; for example, 0.34 means a 34% yield). (1) The reactants are [Br:1][CH2:2][CH2:3][C:4]#[C:5][C:6]1[CH:11]=[CH:10][C:9]([CH2:12][CH2:13][CH2:14][CH3:15])=[CH:8][CH:7]=1.[CH2:16]1[C:25]2[C:20](=[CH:21][CH:22]=[CH:23][CH:24]=2)[CH2:19][CH2:18][NH:17]1. The catalyst is C(#N)C. The product is [Br-:1].[CH2:12]([C:9]1[CH:10]=[CH:11][C:6]([C:5]#[C:4][CH2:3][CH2:2][N+:17]2[CH:18]=[CH:19][C:20]3[CH2:21][CH2:22][CH2:23][CH2:24][C:25]=3[CH:16]=2)=[CH:7][CH:8]=1)[CH2:13][CH2:14][CH3:15]. The yield is 0.680. (2) The reactants are [CH3:1][C:2]([CH3:17])([O:4][C:5]([NH:7][NH:8][C@H:9]([C:14]([OH:16])=[O:15])[CH2:10][C:11](=[O:13])[NH2:12])=[O:6])[CH3:3].C(=O)([O-])[O-].[Cs+].[Cs+].[CH2:24](Br)[C:25]1[CH:30]=[CH:29][CH:28]=[CH:27][CH:26]=1.O. The catalyst is CO.CN(C)C=O.CCCCCC. The product is [CH3:3][C:2]([CH3:17])([O:4][C:5]([NH:7][NH:8][C@H:9]([C:14]([O:16][CH2:24][C:25]1[CH:30]=[CH:29][CH:28]=[CH:27][CH:26]=1)=[O:15])[CH2:10][C:11](=[O:13])[NH2:12])=[O:6])[CH3:1]. The yield is 0.510. (3) The reactants are [CH3:1][O:2][C:3]([C:5]1[S:6][CH:7]=[C:8]([Br:11])[C:9]=1[OH:10])=[O:4].[C:12](=O)([O-])[O-].[K+].[K+].IC. The catalyst is CC(C)=O. The product is [CH3:1][O:2][C:3]([C:5]1[S:6][CH:7]=[C:8]([Br:11])[C:9]=1[O:10][CH3:12])=[O:4]. The yield is 1.00. (4) The reactants are [N:1]1[CH:6]=[CH:5][CH:4]=[CH:3][C:2]=1[N:7]1[CH2:12][CH2:11][N:10]([CH2:13][C:14]2[NH:18][C:17]3[CH:19]=[CH:20][CH:21]=[CH:22][C:16]=3[N:15]=2)[CH2:9][CH2:8]1.Cl[C:24]([O:26][CH2:27][CH:28]([CH3:30])[CH3:29])=[O:25]. The catalyst is ClCCl. The product is [N:1]1[CH:6]=[CH:5][CH:4]=[CH:3][C:2]=1[N:7]1[CH2:8][CH2:9][N:10]([CH2:13][C:14]2[N:15]([C:24]([O:26][CH2:27][CH:28]([CH3:30])[CH3:29])=[O:25])[C:16]3[CH:22]=[CH:21][CH:20]=[CH:19][C:17]=3[N:18]=2)[CH2:11][CH2:12]1. The yield is 0.490. (5) The reactants are [Cl:1][C:2]1[CH:7]=[CH:6][CH:5]=[C:4]([N+:8]([O-:10])=[O:9])[C:3]=1Cl.[C:12]([O:16][C:17]([N:19]1[CH2:24][CH2:23][NH:22][CH2:21][CH2:20]1)=[O:18])([CH3:15])([CH3:14])[CH3:13].C([O-])([O-])=O.[K+].[K+]. The catalyst is C(#N)C. The product is [C:12]([O:16][C:17]([N:19]1[CH2:24][CH2:23][N:22]([C:3]2[C:4]([N+:8]([O-:10])=[O:9])=[CH:5][CH:6]=[CH:7][C:2]=2[Cl:1])[CH2:21][CH2:20]1)=[O:18])([CH3:15])([CH3:13])[CH3:14]. The yield is 0.700.